This data is from Catalyst prediction with 721,799 reactions and 888 catalyst types from USPTO. The task is: Predict which catalyst facilitates the given reaction. The catalyst class is: 338. Reactant: [O:1]1[CH2:6][CH2:5][CH2:4][CH2:3][CH:2]1[O:7][NH:8][C:9]([C:11]1[CH:12]=[C:13]2[C:18](=[CH:19][CH:20]=1)[CH2:17][NH:16][CH2:15][CH2:14]2)=[O:10].N1C=CC=C(C[C:28](O)=[O:29])C=1.[CH:31]1[CH:32]=[CH:33][C:34]2N(O)N=[N:37][C:35]=2[CH:36]=1.[CH2:41](Cl)CCl. Product: [N:37]1[CH:35]=[CH:34][CH:33]=[C:32]([CH2:31][CH2:36][C:28]([N:16]2[CH2:15][CH2:14][C:13]3[C:18](=[CH:19][CH:20]=[C:11]([C:9]([NH:8][O:7][CH:2]4[CH2:3][CH2:4][CH2:5][CH2:6][O:1]4)=[O:10])[CH:12]=3)[CH2:17]2)=[O:29])[CH:41]=1.